This data is from Reaction yield outcomes from USPTO patents with 853,638 reactions. The task is: Predict the reaction yield, written as a fraction of the theoretical maximum amount of product (1.0 means a 100% yield; for example, 0.34 means a 34% yield). The reactants are [Cl:1][C:2]1[CH:3]=[CH:4][C:5]([S:9][CH3:10])=[C:6]([NH2:8])[CH:7]=1.[Cl:11][C:12]1[CH:17]=[CH:16][C:15]([S:18](Cl)(=[O:20])=[O:19])=[CH:14][C:13]=1[CH3:22]. No catalyst specified. The product is [Cl:11][C:12]1[CH:17]=[CH:16][C:15]([S:18]([NH:8][C:6]2[CH:7]=[C:2]([Cl:1])[CH:3]=[CH:4][C:5]=2[S:9][CH3:10])(=[O:20])=[O:19])=[CH:14][C:13]=1[CH3:22]. The yield is 0.590.